Dataset: Reaction yield outcomes from USPTO patents with 853,638 reactions. Task: Predict the reaction yield, written as a fraction of the theoretical maximum amount of product (1.0 means a 100% yield; for example, 0.34 means a 34% yield). (1) The reactants are [Si]([O:18][CH2:19][C:20]1[C:21]([N:35]2[CH2:40][C@H:39]([CH3:41])[O:38][C@H:37]([CH3:42])[CH2:36]2)=[C:22]([F:34])[C:23]([O:29][N:30]=C(C)C)=[C:24]([C:26](=O)[CH3:27])[CH:25]=1)(C(C)(C)C)(C1C=CC=CC=1)C1C=CC=CC=1.Cl. The catalyst is C(O)C. The product is [CH3:42][C@@H:37]1[CH2:36][N:35]([C:21]2[C:20]([CH2:19][OH:18])=[CH:25][C:24]3[C:26]([CH3:27])=[N:30][O:29][C:23]=3[C:22]=2[F:34])[CH2:40][C@H:39]([CH3:41])[O:38]1. The yield is 0.390. (2) The reactants are [F:1][C:2]([F:26])([F:25])[O:3][C:4]1[CH:9]=[CH:8][C:7]([N:10]2[CH:14]=[N:13][C:12]([C:15]3[CH:20]=[CH:19][C:18]([CH2:21][C:22](=O)[CH3:23])=[CH:17][CH:16]=3)=[N:11]2)=[CH:6][CH:5]=1.C([O-])(=O)C.[NH4+].C([BH3-])#[N:33].[Na+]. The catalyst is CO. The product is [F:1][C:2]([F:26])([F:25])[O:3][C:4]1[CH:9]=[CH:8][C:7]([N:10]2[CH:14]=[N:13][C:12]([C:15]3[CH:20]=[CH:19][C:18]([CH2:21][CH:22]([NH2:33])[CH3:23])=[CH:17][CH:16]=3)=[N:11]2)=[CH:6][CH:5]=1. The yield is 0.380.